This data is from Reaction yield outcomes from USPTO patents with 853,638 reactions. The task is: Predict the reaction yield, written as a fraction of the theoretical maximum amount of product (1.0 means a 100% yield; for example, 0.34 means a 34% yield). (1) The reactants are [Br:1][C:2]1[S:3][CH:4]=[C:5]([C:7]([NH:9][C:10]2[C:11]([O:32][CH3:33])=[N:12][C:13]([NH:18][CH2:19][CH2:20][N:21]([CH:29]([CH3:31])[CH3:30])C(=O)OC(C)(C)C)=[N:14][C:15]=2[O:16][CH3:17])=[O:8])[N:6]=1. The catalyst is ClCCl.FC(F)(F)C(O)=O. The product is [Br:1][C:2]1[S:3][CH:4]=[C:5]([C:7]([NH:9][C:10]2[C:15]([O:16][CH3:17])=[N:14][C:13]([NH:18][CH2:19][CH2:20][NH:21][CH:29]([CH3:30])[CH3:31])=[N:12][C:11]=2[O:32][CH3:33])=[O:8])[N:6]=1. The yield is 0.920. (2) The reactants are [F:1][C:2]1[CH:17]=[CH:16][C:5]2[N:6]([CH2:11][C@H:12]([CH3:15])[CH2:13]I)[C:7](=[O:10])[CH2:8][O:9][C:4]=2[CH:3]=1.[CH:18](=[C:22]1[CH2:27][CH2:26][NH:25][CH2:24][CH2:23]1)[CH2:19][CH2:20][CH3:21]. The catalyst is CCCCCCC.CCOC(C)=O. The product is [CH:18](=[C:22]1[CH2:27][CH2:26][N:25]([CH2:13][C@@H:12]([CH3:15])[CH2:11][N:6]2[C:5]3[CH:16]=[CH:17][C:2]([F:1])=[CH:3][C:4]=3[O:9][CH2:8][C:7]2=[O:10])[CH2:24][CH2:23]1)[CH2:19][CH2:20][CH3:21]. The yield is 0.730. (3) The reactants are [CH2:1]([C:3]([C:16]1[CH:21]=[CH:20][C:19]([O:22][S:23]([C:26]([F:29])([F:28])[F:27])(=[O:25])=[O:24])=[C:18]([CH3:30])[CH:17]=1)([C:6]1[CH:11]=[CH:10][C:9]([N+:12]([O-])=O)=[C:8]([CH3:15])[CH:7]=1)[CH2:4][CH3:5])[CH3:2]. The catalyst is CO.[Pd]. The product is [NH2:12][C:9]1[CH:10]=[CH:11][C:6]([C:3]([C:16]2[CH:21]=[CH:20][C:19]([O:22][S:23]([C:26]([F:29])([F:27])[F:28])(=[O:25])=[O:24])=[C:18]([CH3:30])[CH:17]=2)([CH2:4][CH3:5])[CH2:1][CH3:2])=[CH:7][C:8]=1[CH3:15]. The yield is 0.930.